This data is from Catalyst prediction with 721,799 reactions and 888 catalyst types from USPTO. The task is: Predict which catalyst facilitates the given reaction. (1) Reactant: [OH:1][CH2:2][C@H:3]1[CH2:8][CH2:7][C@H:6]([C:9]([O:11][CH3:12])=[O:10])[CH2:5][CH2:4]1.CC(OI1(OC(C)=O)(OC(C)=O)OC(=O)C2C=CC=CC1=2)=O. Product: [CH:2]([C@H:3]1[CH2:4][CH2:5][C@H:6]([C:9]([O:11][CH3:12])=[O:10])[CH2:7][CH2:8]1)=[O:1]. The catalyst class is: 91. (2) Reactant: N(C(OCC)=O)=NC(OCC)=O.[CH3:13][O:14][C:15](=[O:27])[CH2:16][CH:17]1[C:21]2[CH:22]=[CH:23][C:24]([OH:26])=[CH:25][C:20]=2[O:19][CH2:18]1.[F:28][C:29]([F:41])([F:40])[C:30]1[CH:38]=[CH:37][CH:36]=[C:35]2[C:31]=1[CH2:32][CH2:33][CH:34]2O.C1(P(C2C=CC=CC=2)C2C=CC=CC=2)C=CC=CC=1. Product: [CH3:13][O:14][C:15](=[O:27])[CH2:16][CH:17]1[C:21]2[CH:22]=[CH:23][C:24]([O:26][CH:34]3[C:35]4[C:31](=[C:30]([C:29]([F:28])([F:40])[F:41])[CH:38]=[CH:37][CH:36]=4)[CH2:32][CH2:33]3)=[CH:25][C:20]=2[O:19][CH2:18]1. The catalyst class is: 359. (3) Reactant: [CH3:1][O:2][C:3](=[O:16])[C:4]1[CH:9]=[C:8](Cl)[N:7]=[C:6]([NH:11][C@H:12]([CH2:14][CH3:15])[CH3:13])[CH:5]=1.[F:17][C:18]1[CH:23]=[CH:22][CH:21]=[CH:20][C:19]=1B(O)O.C(=O)([O-])[O-].[K+].[K+]. Product: [CH3:1][O:2][C:3](=[O:16])[C:4]1[CH:9]=[C:8]([C:19]2[CH:20]=[CH:21][CH:22]=[CH:23][C:18]=2[F:17])[N:7]=[C:6]([NH:11][C@H:12]([CH2:14][CH3:15])[CH3:13])[CH:5]=1. The catalyst class is: 102. (4) Reactant: [C:1]([O:5][C:6]([N:8]1[CH2:13][C@@H:12]2[CH2:14][C@H:9]1[CH2:10][NH:11]2)=[O:7])([CH3:4])([CH3:3])[CH3:2].C(N(CC)CC)C.Cl.[N:23]1([CH2:29][CH2:30][CH2:31][O:32][C:33]2[CH:41]=[CH:40][C:36]([C:37](Cl)=[O:38])=[CH:35][CH:34]=2)[CH2:28][CH2:27][CH2:26][CH2:25][CH2:24]1. Product: [C:1]([O:5][C:6]([N:8]1[CH2:13][C@@H:12]2[CH2:14][C@H:9]1[CH2:10][N:11]2[C:37](=[O:38])[C:36]1[CH:35]=[CH:34][C:33]([O:32][CH2:31][CH2:30][CH2:29][N:23]2[CH2:28][CH2:27][CH2:26][CH2:25][CH2:24]2)=[CH:41][CH:40]=1)=[O:7])([CH3:4])([CH3:2])[CH3:3]. The catalyst class is: 2. (5) Reactant: [F:1][C:2]1[CH:7]=[CH:6][C:5](CS([O-])(=O)=O)=[CH:4][CH:3]=1.[NH2:13][C:14]1[CH:24]=[CH:23][CH:22]=[CH:21][C:15]=1[C:16]([O:18][CH2:19][CH3:20])=[O:17].C([O-])([O-])=O.[K+].[K+]. Product: [F:1][C:2]1[CH:7]=[CH:6][C:5]([NH:13][C:14]2[CH:24]=[CH:23][CH:22]=[CH:21][C:15]=2[C:16]([O:18][CH2:19][CH3:20])=[O:17])=[CH:4][CH:3]=1. The catalyst class is: 218. (6) Reactant: [CH2:1]([O:3][C:4](=[O:14])[CH2:5][CH2:6][C:7]1[CH:12]=[CH:11][C:10]([NH2:13])=[CH:9][CH:8]=1)[CH3:2].[N:15]([O-])=O.[Na+].O.O.Cl[Sn]Cl. Product: [CH2:1]([O:3][C:4](=[O:14])[CH2:5][CH2:6][C:7]1[CH:8]=[CH:9][C:10]([NH:13][NH2:15])=[CH:11][CH:12]=1)[CH3:2]. The catalyst class is: 33.